Dataset: Forward reaction prediction with 1.9M reactions from USPTO patents (1976-2016). Task: Predict the product of the given reaction. (1) Given the reactants [Mg+2].[Cl-].[Cl-].[C:4]([O:12][CH2:13][CH3:14])(=[O:11])[CH2:5][C:6]([O:8][CH2:9][CH3:10])=[O:7].[Cl:15][C:16]1[CH:17]=[C:18]([C:23]2([C:29](O)=[O:30])[CH2:28][CH2:27][O:26][CH2:25][CH2:24]2)[CH:19]=[CH:20][C:21]=1[F:22].S(Cl)(Cl)=O, predict the reaction product. The product is: [Cl:15][C:16]1[CH:17]=[C:18]([C:23]2([C:29]([CH:5]([C:6]([O:8][CH2:9][CH3:10])=[O:7])[C:4]([O:12][CH2:13][CH3:14])=[O:11])=[O:30])[CH2:24][CH2:25][O:26][CH2:27][CH2:28]2)[CH:19]=[CH:20][C:21]=1[F:22]. (2) Given the reactants [CH3:1][O:2][C:3]([C:5]1[CH:6]=[CH:7][C:8]([C:11]([OH:13])=O)=[N:9][CH:10]=1)=[O:4].C(N(CC)CC)C.F[P-](F)(F)(F)(F)F.N1(OC(N(C)C)=[N+](C)C)C2C=CC=CC=2N=N1.Cl.[F:46][C:47]([F:52])([F:51])[CH2:48][CH2:49][NH2:50], predict the reaction product. The product is: [F:46][C:47]([F:52])([F:51])[CH2:48][CH2:49][NH:50][C:11]([C:8]1[CH:7]=[CH:6][C:5]([C:3]([O:2][CH3:1])=[O:4])=[CH:10][N:9]=1)=[O:13]. (3) Given the reactants C[O:2][C:3]([C:5]1[NH:6][C:7]2[C:12]([C:13]=1[C:14]1[CH:19]=[CH:18][C:17]([O:20][CH3:21])=[CH:16][CH:15]=1)=[CH:11][C:10]([O:22][CH3:23])=[C:9]([O:24][CH3:25])[CH:8]=2)=O.[H-].[H-].[H-].[H-].[Li+].[Al+3].O.[OH-].[Na+], predict the reaction product. The product is: [CH3:23][O:22][C:10]1[CH:11]=[C:12]2[C:7](=[CH:8][C:9]=1[O:24][CH3:25])[NH:6][C:5]([CH2:3][OH:2])=[C:13]2[C:14]1[CH:15]=[CH:16][C:17]([O:20][CH3:21])=[CH:18][CH:19]=1. (4) Given the reactants [CH2:1]([O:3][C:4](=[O:34])[CH2:5][C@@H:6]([C:10]1[CH:15]=[CH:14][C:13]([O:16][CH2:17][C:18]2[CH:19]=[CH:20][C:21]3[N:22]([N:24]=[C:25]([C:27]4[CH:32]=[CH:31][C:30]([OH:33])=[CH:29][CH:28]=4)[N:26]=3)[CH:23]=2)=[CH:12][CH:11]=1)[C:7]#[C:8][CH3:9])[CH3:2].Br[CH2:36][CH2:37][C:38]([CH3:41])([OH:40])[CH3:39].C(=O)([O-])[O-].[Cs+].[Cs+], predict the reaction product. The product is: [CH2:1]([O:3][C:4](=[O:34])[CH2:5][C@@H:6]([C:10]1[CH:15]=[CH:14][C:13]([O:16][CH2:17][C:18]2[CH:19]=[CH:20][C:21]3[N:22]([N:24]=[C:25]([C:27]4[CH:28]=[CH:29][C:30]([O:33][CH2:36][CH2:37][C:38]([OH:40])([CH3:41])[CH3:39])=[CH:31][CH:32]=4)[N:26]=3)[CH:23]=2)=[CH:12][CH:11]=1)[C:7]#[C:8][CH3:9])[CH3:2]. (5) Given the reactants [C:1]([O:12][CH3:13])(=[O:11])[C:2]1[CH:10]=[CH:9][CH:8]=[C:4]([C:5]([OH:7])=O)[CH:3]=1.Cl.[NH2:15][CH:16]([CH2:19][CH2:20][O:21][CH2:22][C:23]1[CH:28]=[CH:27][CH:26]=[CH:25][CH:24]=1)[CH2:17][OH:18].C(N(C(C)C)CC)(C)C.CN(C(ON1N=NC2C=CC=NC1=2)=[N+](C)C)C.F[P-](F)(F)(F)(F)F, predict the reaction product. The product is: [CH2:22]([O:21][CH2:20][CH2:19][CH:16]([NH:15][C:5]([C:4]1[CH:3]=[C:2]([CH:10]=[CH:9][CH:8]=1)[C:1]([O:12][CH3:13])=[O:11])=[O:7])[CH2:17][OH:18])[C:23]1[CH:28]=[CH:27][CH:26]=[CH:25][CH:24]=1. (6) Given the reactants C(C1C=CC(C#C)=CC=1OC1C=CC(C)=CC=1)(C)(C)C.[C:21]([C:25]1[CH:30]=[CH:29][C:28]([C:31]#[C:32][Si](C)(C)C)=[CH:27][C:26]=1[O:37][C:38]1[CH:43]=[CH:42][C:41]([CH2:44][CH3:45])=[CH:40][CH:39]=1)([CH3:24])([CH3:23])[CH3:22], predict the reaction product. The product is: [C:21]([C:25]1[CH:30]=[CH:29][C:28]([C:31]#[CH:32])=[CH:27][C:26]=1[O:37][C:38]1[CH:43]=[CH:42][C:41]([CH2:44][CH3:45])=[CH:40][CH:39]=1)([CH3:23])([CH3:24])[CH3:22].